Dataset: Catalyst prediction with 721,799 reactions and 888 catalyst types from USPTO. Task: Predict which catalyst facilitates the given reaction. Reactant: [CH3:1][C:2]1[CH:3]=[C:4]([C:24]2[CH:29]=[CH:28][CH:27]=[C:26]([C:30]([F:33])([F:32])[F:31])[CH:25]=2)[C:5]([C:21]([OH:23])=O)=[N:6][C:7]=1[C:8]([N:10]1[CH2:15][CH2:14][CH:13]([N:16]2[CH2:20][CH2:19][CH2:18][CH2:17]2)[CH2:12][CH2:11]1)=[O:9].[C:34]([O:38][C:39]([N:41]1[CH2:46][CH2:45][CH:44]([NH2:47])[CH2:43][CH2:42]1)=[O:40])([CH3:37])([CH3:36])[CH3:35].CCN(CC)CC.CN(C(ON1N=NC2C=CC=NC1=2)=[N+](C)C)C.F[P-](F)(F)(F)(F)F. Product: [C:34]([O:38][C:39]([N:41]1[CH2:46][CH2:45][CH:44]([NH:47][C:21]([C:5]2[C:4]([C:24]3[CH:29]=[CH:28][CH:27]=[C:26]([C:30]([F:32])([F:33])[F:31])[CH:25]=3)=[CH:3][C:2]([CH3:1])=[C:7]([C:8]([N:10]3[CH2:11][CH2:12][CH:13]([N:16]4[CH2:20][CH2:19][CH2:18][CH2:17]4)[CH2:14][CH2:15]3)=[O:9])[N:6]=2)=[O:23])[CH2:43][CH2:42]1)=[O:40])([CH3:37])([CH3:35])[CH3:36]. The catalyst class is: 3.